From a dataset of Full USPTO retrosynthesis dataset with 1.9M reactions from patents (1976-2016). Predict the reactants needed to synthesize the given product. (1) Given the product [F:20][C:19]([F:22])([F:21])[C:17]([OH:23])=[O:18].[NH2:8][CH:7]1[CH2:6][CH2:5][C:4](=[O:16])[NH:3][C:2]1=[O:1], predict the reactants needed to synthesize it. The reactants are: [O:1]=[C:2]1[CH:7]([NH:8]C(OC(C)(C)C)=O)[CH2:6][CH2:5][C:4](=[O:16])[NH:3]1.[C:17]([OH:23])([C:19]([F:22])([F:21])[F:20])=[O:18]. (2) Given the product [F:24][C:25]1[CH:26]=[CH:27][C:28]([C:31]2[O:35][N:34]=[C:33]([C:17]([N:6]3[CH2:7][C@H:8]([C:12]4[O:16][CH:15]=[N:14][CH:13]=4)[NH:9][C:10](=[O:11])[C@@H:5]3[CH2:1][CH:2]([CH3:3])[CH3:4])=[O:19])[N:32]=2)=[CH:29][CH:30]=1, predict the reactants needed to synthesize it. The reactants are: [CH2:1]([C@H:5]1[C:10](=[O:11])[NH:9][C@@H:8]([C:12]2[O:16][CH:15]=[N:14][CH:13]=2)[CH2:7][N:6]1[C:17]([O:19]C(C)(C)C)=O)[CH:2]([CH3:4])[CH3:3].[F:24][C:25]1[CH:30]=[CH:29][C:28]([C:31]2[O:35][N:34]=[C:33](C(O)=O)[N:32]=2)=[CH:27][CH:26]=1.FC1C=CC(C2ON=C(C(N3C[C@H](C4OC=NC=4)NC(=O)[C@@H]3CC(C)C)=O)C=2)=CC=1. (3) Given the product [ClH:11].[ClH:1].[F:12][C:13]1[C:18]([F:19])=[CH:17][CH:16]=[CH:15][C:14]=1[C:20]1[CH:21]=[C:22]2[C:28]([NH:29][C:9]([CH:6]3[CH2:7][CH2:8][N:3]([CH3:2])[CH2:4][CH2:5]3)=[O:10])=[N:27][NH:26][C:23]2=[CH:24][N:25]=1, predict the reactants needed to synthesize it. The reactants are: [ClH:1].[CH3:2][N:3]1[CH2:8][CH2:7][CH:6]([C:9]([Cl:11])=[O:10])[CH2:5][CH2:4]1.[F:12][C:13]1[C:18]([F:19])=[CH:17][CH:16]=[CH:15][C:14]=1[C:20]1[CH:21]=[C:22]2[C:28]([NH2:29])=[N:27][NH:26][C:23]2=[CH:24][N:25]=1. (4) Given the product [ClH:40].[ClH:40].[F:21][C:22]1[CH:27]=[C:26]([F:28])[CH:25]=[CH:24][C:23]=1[C:2]1[C:3]([CH3:20])=[C:4]2[C:9](=[CH:10][CH:11]=1)[N:8]=[C:7]([C:12]1[CH:13]=[N:14][CH:15]=[CH:16][CH:17]=1)[N:6]=[C:5]2[NH:18][CH3:19], predict the reactants needed to synthesize it. The reactants are: Br[C:2]1[C:3]([CH3:20])=[C:4]2[C:9](=[CH:10][CH:11]=1)[N:8]=[C:7]([C:12]1[CH:13]=[N:14][CH:15]=[CH:16][CH:17]=1)[N:6]=[C:5]2[NH:18][CH3:19].[F:21][C:22]1[CH:27]=[C:26]([F:28])[CH:25]=[CH:24][C:23]=1B(O)O.[O-]P([O-])([O-])=O.[K+].[K+].[K+].[ClH:40]. (5) Given the product [CH2:12]([CH:4]([OH:5])[CH2:3][CH2:6][CH2:7][CH2:8][CH3:9])[CH3:13], predict the reactants needed to synthesize it. The reactants are: C([CH:3]([CH2:6][CH2:7][CH2:8][CH3:9])[CH:4]=[O:5])C.[H][H].[CH2:12]1COC[CH2:13]1. (6) Given the product [CH3:1][N:2]1[C@@H:18]2[CH2:19][C:7]3[CH:8]=[CH:9][C:10]([O:22][CH3:23])=[C:11]4[O:12][CH:13]5[C:14]([CH:15]=[CH:16][C@:17]2([OH:25])[C@:5]5([C:6]=34)[CH2:4][CH2:3]1)=[O:20], predict the reactants needed to synthesize it. The reactants are: [CH3:1][N:2]1[C@@H:18]2[CH2:19][C:7]3[CH:8]=[CH:9][C:10]([O:22][CH3:23])=[C:11]4[O:12][C@H:13]5[C:14]([O:20]C)=[CH:15][CH:16]=[C:17]2[C@:5]5([C:6]=34)[CH2:4][CH2:3]1.C(O)=[O:25].OO.[OH-].[NH4+]. (7) Given the product [CH:1]1([C:6]([C:12]2[CH:17]=[CH:16][CH:15]=[CH:14][CH:13]=2)([OH:11])[C:7]([O:9][CH:10]2[CH2:21][CH2:20][N:19]([CH3:23])[CH2:18]2)=[O:8])[CH2:5][CH2:4][CH2:3][CH2:2]1, predict the reactants needed to synthesize it. The reactants are: [CH:1]1([C:6]([C:12]2[CH:17]=[CH:16][CH:15]=[CH:14][CH:13]=2)([OH:11])[C:7]([O:9][CH3:10])=[O:8])[CH2:5][CH2:4][CH2:3][CH2:2]1.[CH3:18][N:19]1[CH2:23]C[CH:21](O)[CH2:20]1.CCCCCCC.CCOC(C)=O.